Dataset: Full USPTO retrosynthesis dataset with 1.9M reactions from patents (1976-2016). Task: Predict the reactants needed to synthesize the given product. Given the product [F:19][C:20]1[CH:25]=[C:24]([F:26])[CH:23]=[CH:22][C:21]=1[C@H:27]1[N:35]2[C@@H:30]([CH2:31][CH2:32]/[C:33](=[CH:8]\[C:7]3[CH:10]=[CH:11][C:12]([N:13]4[CH:17]=[C:16]([CH3:18])[N:15]=[CH:14]4)=[C:5]([O:4][CH3:3])[CH:6]=3)/[C:34]2=[O:36])[CH2:29][CH2:28]1, predict the reactants needed to synthesize it. The reactants are: [OH-].[Li+].[CH3:3][O:4][C:5]1[CH:6]=[C:7]([CH:10]=[CH:11][C:12]=1[N:13]1[CH:17]=[C:16]([CH3:18])[N:15]=[CH:14]1)[CH:8]=O.[F:19][C:20]1[CH:25]=[C:24]([F:26])[CH:23]=[CH:22][C:21]=1[C@H:27]1[N:35]2[C@@H:30]([CH2:31][CH2:32][CH:33](P(=O)(OCC)OCC)[C:34]2=[O:36])[CH2:29][CH2:28]1.C(O)C.